This data is from Catalyst prediction with 721,799 reactions and 888 catalyst types from USPTO. The task is: Predict which catalyst facilitates the given reaction. (1) Reactant: Cl.Cl.[F:3][C:4]([F:25])([F:24])[C:5]1[CH:10]=[CH:9][C:8]([N:11]2[CH:15]=[CH:14][C:13]([CH2:16][N:17]3[CH2:22][CH2:21][CH:20]([NH2:23])[CH2:19][CH2:18]3)=[CH:12]2)=[CH:7][CH:6]=1.[Cl:26][C:27]1[CH:28]=[C:29]([CH2:33][CH2:34][C:35](O)=[O:36])[CH:30]=[CH:31][CH:32]=1.CCN(C(C)C)C(C)C.CN(C(ON1N=NC2C=CC=NC1=2)=[N+](C)C)C.F[P-](F)(F)(F)(F)F. Product: [Cl:26][C:27]1[CH:28]=[C:29]([CH2:33][CH2:34][C:35]([NH:23][CH:20]2[CH2:21][CH2:22][N:17]([CH2:16][C:13]3[CH:14]=[CH:15][N:11]([C:8]4[CH:9]=[CH:10][C:5]([C:4]([F:3])([F:24])[F:25])=[CH:6][CH:7]=4)[CH:12]=3)[CH2:18][CH2:19]2)=[O:36])[CH:30]=[CH:31][CH:32]=1. The catalyst class is: 31. (2) The catalyst class is: 8. Reactant: Cl[C:2]1[N:3]=[C:4]2[C:9](=[C:10]([C:12]34[CH2:19][CH2:18][C:15]([CH:16]=[CH:17]3)=[CH:14][CH2:13]4)[CH:11]=1)[NH:8][CH2:7][CH2:6][CH2:5]2.[NH2:20][NH2:21].Cl. Product: [NH:20]([C:2]1[N:3]=[C:4]2[C:9](=[C:10]([C:12]34[CH2:19][CH2:18][C:15]([CH:16]=[CH:17]3)=[CH:14][CH2:13]4)[CH:11]=1)[NH:8][CH2:7][CH2:6][CH2:5]2)[NH2:21].